Dataset: Reaction yield outcomes from USPTO patents with 853,638 reactions. Task: Predict the reaction yield, written as a fraction of the theoretical maximum amount of product (1.0 means a 100% yield; for example, 0.34 means a 34% yield). (1) The reactants are C[O:2][C:3](=[O:20])[C:4]1[CH:9]=[CH:8][C:7]([O:10][CH2:11][C:12]2[CH:17]=[CH:16][CH:15]=[CH:14][CH:13]=2)=[C:6]([O:18][CH3:19])[CH:5]=1. The catalyst is CO. The product is [CH2:11]([O:10][C:7]1[CH:8]=[CH:9][C:4]([C:3]([OH:20])=[O:2])=[CH:5][C:6]=1[O:18][CH3:19])[C:12]1[CH:13]=[CH:14][CH:15]=[CH:16][CH:17]=1. The yield is 0.740. (2) The reactants are Cl.[Cl:2][C:3]1[CH:8]=[CH:7][C:6]([C@@H:9]([NH:13][C:14]([C:16]2([NH:34]C(=O)OC(C)(C)C)[CH2:21][CH2:20][N:19]([C:22]3[C:23]4[C:30]([CH:31]5[CH2:33][CH2:32]5)=[CH:29][NH:28][C:24]=4[N:25]=[CH:26][N:27]=3)[CH2:18][CH2:17]2)=[O:15])[CH2:10][CH2:11][OH:12])=[CH:5][CH:4]=1. The catalyst is O1CCOCC1.CO. The product is [NH2:34][C:16]1([C:14]([NH:13][C@H:9]([C:6]2[CH:7]=[CH:8][C:3]([Cl:2])=[CH:4][CH:5]=2)[CH2:10][CH2:11][OH:12])=[O:15])[CH2:17][CH2:18][N:19]([C:22]2[C:23]3[C:30]([CH:31]4[CH2:32][CH2:33]4)=[CH:29][NH:28][C:24]=3[N:25]=[CH:26][N:27]=2)[CH2:20][CH2:21]1. The yield is 0.0720. (3) The reactants are [Cl:1][C:2]1[CH:3]=[C:4]2[C:9](=[CH:10][C:11]=1[O:12][C:13]1[CH:18]=[CH:17][C:16]([C:19](=[O:38])[NH:20][C:21]3[N:22]=[N:23][C:24]([C:27]4[CH:32]=[CH:31][C:30]([C:33]([F:36])([F:35])[F:34])=[CH:29][C:28]=4[Cl:37])=[CH:25][CH:26]=3)=[CH:15][CH:14]=1)[O:8][CH2:7][CH2:6][CH:5]2[C:39]([O:41]CC)=[O:40].[OH-].[Na+]. The catalyst is C1COCC1.CCO. The product is [Cl:1][C:2]1[CH:3]=[C:4]2[C:9](=[CH:10][C:11]=1[O:12][C:13]1[CH:18]=[CH:17][C:16]([C:19](=[O:38])[NH:20][C:21]3[N:22]=[N:23][C:24]([C:27]4[CH:32]=[CH:31][C:30]([C:33]([F:36])([F:34])[F:35])=[CH:29][C:28]=4[Cl:37])=[CH:25][CH:26]=3)=[CH:15][CH:14]=1)[O:8][CH2:7][CH2:6][CH:5]2[C:39]([OH:41])=[O:40]. The yield is 0.920. (4) The reactants are [N:1]1([C:7]2[C:12]([C:13]#[N:14])=[CH:11][CH:10]=[CH:9][N:8]=2)[CH2:6][CH2:5][NH:4][CH2:3][CH2:2]1.C(N(CC)C(C)C)(C)C.Cl[CH2:25][C:26]([NH:28][C:29]1[CH:34]=[CH:33][CH:32]=[C:31]([N+:35]([O-:37])=[O:36])[CH:30]=1)=[O:27]. The catalyst is C1(C)C=CC=CC=1. The product is [C:13]([C:12]1[C:7]([N:1]2[CH2:2][CH2:3][N:4]([CH2:25][C:26]([NH:28][C:29]3[CH:34]=[CH:33][CH:32]=[C:31]([N+:35]([O-:37])=[O:36])[CH:30]=3)=[O:27])[CH2:5][CH2:6]2)=[N:8][CH:9]=[CH:10][CH:11]=1)#[N:14]. The yield is 0.250. (5) The reactants are [CH3:1][O:2][C:3]([C:5]1[C:6](Cl)=[N:7][C:8]([N:12]2[CH2:17][CH2:16][O:15][CH2:14][CH2:13]2)=[CH:9][C:10]=1[CH3:11])=[O:4].[CH:19]1(B(O)O)[CH2:21][CH2:20]1.[O-]P([O-])([O-])=O.[K+].[K+].[K+].C1(P(C2CCCCC2)C2CCCCC2)CCCCC1. The catalyst is C1(C)C=CC=CC=1.CC([O-])=O.CC([O-])=O.[Pd+2].O. The product is [CH3:1][O:2][C:3]([C:5]1[C:6]([CH:19]2[CH2:21][CH2:20]2)=[N:7][C:8]([N:12]2[CH2:17][CH2:16][O:15][CH2:14][CH2:13]2)=[CH:9][C:10]=1[CH3:11])=[O:4]. The yield is 0.800. (6) The reactants are [OH:1][C:2]1[C:3]2[CH:10]=[C:9]([CH2:11][CH2:12][NH:13]C(=O)OC(C)(C)C)[S:8][C:4]=2[N:5]=[CH:6][N:7]=1.[C:21]([OH:27])([C:23]([F:26])([F:25])[F:24])=[O:22]. The catalyst is ClCCl. The product is [F:24][C:23]([F:26])([F:25])[C:21]([OH:27])=[O:22].[NH2:13][CH2:12][CH2:11][C:9]1[S:8][C:4]2[N:5]=[CH:6][N:7]=[C:2]([OH:1])[C:3]=2[CH:10]=1. The yield is 0.910.